Dataset: Full USPTO retrosynthesis dataset with 1.9M reactions from patents (1976-2016). Task: Predict the reactants needed to synthesize the given product. (1) Given the product [CH3:23][C:13]1[S:14][C:15]([C:16]2[CH:17]=[C:18]([CH3:22])[CH:19]=[CH:20][CH:21]=2)=[C:11]([C:9]([N:8]2[CH2:7][C@@H:6]3[C@@H:4]([CH2:5]3)[C@H:3]2[CH2:2][NH:1][C:34]([C:33]2[C:28]3[O:27][CH2:26][CH2:25][O:24][C:29]=3[CH:30]=[CH:31][CH:32]=2)=[O:35])=[O:10])[N:12]=1, predict the reactants needed to synthesize it. The reactants are: [NH2:1][CH2:2][C@H:3]1[N:8]([C:9]([C:11]2[N:12]=[C:13]([CH3:23])[S:14][C:15]=2[C:16]2[CH:17]=[C:18]([CH3:22])[CH:19]=[CH:20][CH:21]=2)=[O:10])[CH2:7][C@@H:6]2[C@H:4]1[CH2:5]2.[O:24]1[C:29]2[CH:30]=[CH:31][CH:32]=[C:33]([C:34](O)=[O:35])[C:28]=2[O:27][CH2:26][CH2:25]1. (2) Given the product [Br:1][C:2]1[CH:3]=[C:4]2[C:9]([NH:16][CH2:17][C:18]3([CH2:21][OH:22])[CH2:20][CH2:19]3)=[C:8]([C:11]([NH2:13])=[O:12])[CH:7]=[N:6][N:5]2[CH:14]=1, predict the reactants needed to synthesize it. The reactants are: [Br:1][C:2]1[CH:3]=[C:4]2[C:9](Cl)=[C:8]([C:11]([NH2:13])=[O:12])[CH:7]=[N:6][N:5]2[CH:14]=1.Cl.[NH2:16][CH2:17][C:18]1([CH2:21][OH:22])[CH2:20][CH2:19]1.CCN(C(C)C)C(C)C. (3) Given the product [NH2:40][CH2:41][CH2:42][CH2:43][NH:44][C:3]1[N:4]=[C:5]([NH:14][C:15]2[CH:16]=[C:17]([NH:21][C:22]([N:24]3[CH2:28][CH2:27][CH2:26][CH2:25]3)=[O:23])[CH:18]=[CH:19][CH:20]=2)[C:6]2[C:12](=[O:13])[NH:11][CH:10]=[CH:9][C:7]=2[N:8]=1, predict the reactants needed to synthesize it. The reactants are: CS[C:3]1[N:4]=[C:5]([NH:14][C:15]2[CH:16]=[C:17]([NH:21][C:22]([N:24]3[CH2:28][CH2:27][CH2:26][CH2:25]3)=[O:23])[CH:18]=[CH:19][CH:20]=2)[C:6]2[C:12](=[O:13])[NH:11][CH:10]=[CH:9][C:7]=2[N:8]=1.C1C=C(Cl)C=C(C(OO)=O)C=1.[NH2:40][CH2:41][CH2:42][CH2:43][NH:44]C(=O)OC(C)(C)C.C(O)(C(F)(F)F)=O. (4) Given the product [Cl:1][C:2]1[CH:3]=[C:4]([CH2:11][CH2:12][C:13]([C:15]2[S:22][C:21]([CH3:23])=[C:20]3[C:16]=2[CH2:17][C@H:18]2[C:24]([CH3:26])([CH3:25])[C@H:19]23)=[O:14])[CH:5]=[C:6]([O:9][CH3:10])[C:7]=1[O:8][CH2:28][CH2:29][CH2:30][OH:31], predict the reactants needed to synthesize it. The reactants are: [Cl:1][C:2]1[CH:3]=[C:4]([CH2:11][CH2:12][C:13]([C:15]2[S:22][C:21]([CH3:23])=[C:20]3[C:16]=2[CH2:17][C@H:18]2[C:24]([CH3:26])([CH3:25])[C@H:19]23)=[O:14])[CH:5]=[C:6]([O:9][CH3:10])[C:7]=1[OH:8].Br[CH2:28][CH2:29][CH2:30][OH:31]. (5) Given the product [CH2:53]([O:52][C:50]([NH:57][C:58]1[CH:59]=[CH:60][C:61]([CH2:64][C:65]([N:30]([CH3:28])[C@@H:31]([C:40]2[CH:35]=[CH:36][CH:37]=[C:38]([N+:41]([O-:43])=[O:42])[CH:39]=2)[CH2:32][N:44]2[CH2:48][CH2:47][CH2:46][CH2:45]2)=[O:67])=[CH:62][CH:63]=1)=[O:51])[CH2:56][CH2:1][CH3:2], predict the reactants needed to synthesize it. The reactants are: [CH2:1]1CCC(N=C=NC2CCCCC2)C[CH2:2]1.[N+](C1C=C(Cl)C(Cl)=CC=1C[C:28]([N:30](C)[C@@H:31]1[C:40]2[C:35](=[CH:36][CH:37]=[C:38]([N+:41]([O-:43])=[O:42])[CH:39]=2)CC[C@H:32]1[N:44]1[CH2:48][CH2:47][CH2:46][CH2:45]1)=O)([O-])=O.[C:50]([NH:57][C:58]1[CH:63]=[CH:62][C:61]([CH2:64][C:65]([OH:67])=O)=[CH:60][CH:59]=1)([O:52][C:53]([CH3:56])(C)C)=[O:51].N1C=CC=CC=1. (6) Given the product [NH2:8][C:9]1[C:10]([C:16]([OH:18])=[O:17])=[CH:11][C:12]([Cl:15])=[N:13][CH:14]=1, predict the reactants needed to synthesize it. The reactants are: C(OC([NH:8][C:9]1[C:10]([C:16]([OH:18])=[O:17])=[CH:11][C:12]([Cl:15])=[N:13][CH:14]=1)=O)(C)(C)C.FC(F)(F)C(O)=O. (7) Given the product [CH3:22][O:23][C:8]1[CH:7]=[C:6]([CH:9]=[CH:10][C:15]2[CH:16]=[N:17][C:18]([NH2:21])=[N:19][CH:20]=2)[CH:5]=[CH:4][CH:3]=1, predict the reactants needed to synthesize it. The reactants are: CO[C:3]1[CH:8]=[CH:7][C:6](/[CH:9]=[CH:10]/B(O)O)=[CH:5][CH:4]=1.Br[C:15]1[CH:16]=[N:17][C:18]([NH2:21])=[N:19][CH:20]=1.[C:22](=O)([O-])[O-:23].[Na+].[Na+]. (8) Given the product [Cl:1][C:2]1[C:6]([Cl:7])=[C:5]([C:8]([NH2:11])=[O:9])[S:4][N:3]=1, predict the reactants needed to synthesize it. The reactants are: [Cl:1][C:2]1[C:6]([Cl:7])=[C:5]([C:8](Cl)=[O:9])[S:4][N:3]=1.[NH3:11]. (9) Given the product [CH3:32][C:31]([S:29]([NH:28][C:5]([C:17]1[CH:22]=[CH:21][CH:20]=[C:19]([O:23][C:24]([F:27])([F:26])[F:25])[CH:18]=1)([C:6]1[CH:11]=[CH:10][CH:9]=[C:8]([O:12][C:13]([F:16])([F:15])[F:14])[CH:7]=1)[CH2:4][C:3]([NH2:38])=[O:2])=[O:30])([CH3:34])[CH3:33], predict the reactants needed to synthesize it. The reactants are: C[O:2][C:3](=O)[CH2:4][C:5]([NH:28][S@@:29]([C:31]([CH3:34])([CH3:33])[CH3:32])=[O:30])([C:17]1[CH:22]=[CH:21][CH:20]=[C:19]([O:23][C:24]([F:27])([F:26])[F:25])[CH:18]=1)[C:6]1[CH:11]=[CH:10][CH:9]=[C:8]([O:12][C:13]([F:16])([F:15])[F:14])[CH:7]=1.CO.[NH3:38]. (10) Given the product [NH2:1][C:2]1[CH:15]=[CH:14][C:13]2[C:12]3[C:7](=[CH:8][CH:9]=[CH:10][CH:11]=3)[CH:6]=[CH:5][C:4]=2[C:3]=1[Br:16], predict the reactants needed to synthesize it. The reactants are: [NH2:1][C:2]1[CH:15]=[CH:14][C:13]2[C:12]3[C:7](=[CH:8][CH:9]=[CH:10][CH:11]=3)[CH:6]=[CH:5][C:4]=2[CH:3]=1.[BrH:16].O.N.